From a dataset of Full USPTO retrosynthesis dataset with 1.9M reactions from patents (1976-2016). Predict the reactants needed to synthesize the given product. (1) Given the product [Cl:1][C:2]1[C:11]([CH2:10][NH:9][C@H:12]([CH2:21][C:22]#[N:23])[C:13]([NH:15][CH:16]2[CH2:17][CH2:18][CH2:19][CH2:20]2)=[O:14])=[C:6]2[C:7]([C:8]([OH:24])=[O:37])=[CH:25][N:26]([S:27]([C:30]3[CH:36]=[CH:35][C:33]([CH3:34])=[CH:32][CH:31]=3)(=[O:29])=[O:28])[C:5]2=[N:4][CH:3]=1, predict the reactants needed to synthesize it. The reactants are: [Cl:1][C:2]1[C:11]2[CH2:10][N:9]([C@H:12]([CH2:21][C:22]#[N:23])[C:13]([NH:15][CH:16]3[CH2:20][CH2:19][CH2:18][CH2:17]3)=[O:14])[C:8](=[O:24])[C:7]3=[CH:25][N:26]([S:27]([C:30]4[CH:36]=[CH:35][C:33]([CH3:34])=[CH:32][CH:31]=4)(=[O:29])=[O:28])[C:5]([C:6]=23)=[N:4][CH:3]=1.[OH-:37].[Na+]. (2) Given the product [CH2:11]([O:16][C:17]([S:19][CH2:2][C:3]1[CH:8]=[CH:7][C:6]([CH2:9][S:19][C:17]([O:16][CH2:11][CH2:12][CH2:13][CH2:14][CH3:15])=[S:18])=[CH:5][CH:4]=1)=[S:18])[CH2:12][CH2:13][CH2:14][CH3:15], predict the reactants needed to synthesize it. The reactants are: Cl[CH2:2][C:3]1[CH:8]=[CH:7][C:6]([CH2:9]Cl)=[CH:5][CH:4]=1.[CH2:11]([O:16][C:17]([S-:19])=[S:18])[CH2:12][CH2:13][CH2:14][CH3:15].[K+].